From a dataset of Full USPTO retrosynthesis dataset with 1.9M reactions from patents (1976-2016). Predict the reactants needed to synthesize the given product. (1) Given the product [Cl:12][C:6]1[CH:7]=[CH:8][C:9]([CH3:11])=[CH:10][C:5]=1[C:3]1[CH:2]=[CH:16][C:17]([CH3:19])=[CH:18][N:13]=1, predict the reactants needed to synthesize it. The reactants are: Br[CH2:2][C:3]([C:5]1[CH:10]=[C:9]([CH3:11])[CH:8]=[CH:7][C:6]=1[Cl:12])=O.[N:13]1[CH:18]=[CH:17][CH:16]=CC=1.[C:19](#N)C. (2) The reactants are: [O:1]=[C:2]1[C:6]2[CH:7]=[CH:8][CH:9]=[C:10]([O:11][CH2:12][C:13]([O:15][CH2:16][CH3:17])=[O:14])[C:5]=2[O:4][CH2:3]1.[BrH:18].[NH+]1C=CC=CC=1.O. Given the product [Br:18][CH:3]1[C:2](=[O:1])[C:6]2[CH:7]=[CH:8][CH:9]=[C:10]([O:11][CH2:12][C:13]([O:15][CH2:16][CH3:17])=[O:14])[C:5]=2[O:4]1, predict the reactants needed to synthesize it. (3) Given the product [Br:24][C:13]1[C:14]2[S:15][C:7]([C:1]3[CH:2]=[CH:3][CH:4]=[CH:5][CH:6]=3)=[CH:8][C:9]=2[C:10](=[O:16])[NH:11][CH:12]=1, predict the reactants needed to synthesize it. The reactants are: [C:1]1([C:7]2[S:15][C:14]3[CH:13]=[CH:12][NH:11][C:10](=[O:16])[C:9]=3[CH:8]=2)[CH:6]=[CH:5][CH:4]=[CH:3][CH:2]=1.C1C(=O)N([Br:24])C(=O)C1.O. (4) Given the product [Br:14][C:15]1[CH:21]=[CH:20][C:18]([NH:19][C:2]([NH:32][CH2:33][CH2:34][OH:35])=[O:3])=[CH:17][C:16]=1[C:22]([F:23])([F:24])[F:25], predict the reactants needed to synthesize it. The reactants are: Cl[C:2](OC1C=CC([N+]([O-])=O)=CC=1)=[O:3].[Br:14][C:15]1[CH:21]=[CH:20][C:18]([NH2:19])=[CH:17][C:16]=1[C:22]([F:25])([F:24])[F:23].N1C=CC=CC=1.[NH2:32][CH2:33][CH2:34][OH:35].C(N(CC)CC)C.Cl.